Dataset: Experimentally validated miRNA-target interactions with 360,000+ pairs, plus equal number of negative samples. Task: Binary Classification. Given a miRNA mature sequence and a target amino acid sequence, predict their likelihood of interaction. (1) The miRNA is hsa-miR-2392 with sequence UAGGAUGGGGGUGAGAGGUG. The protein sequence of the target gene is MGGRVFLAFCVWLTLPGAETQDSRGCARWCPQNSSCVNATACRCNPGFSSFSEIITTPTETCDDINECATPSKVSCGKFSDCWNTEGSYDCVCSPGYEPVSGAKTFKNESENTCQDVDECQQNPRLCKSYGTCVNTLGSYTCQCLPGFKFIPEDPKVCTDVNECTSGQNPCHSSTHCLNNVGSYQCRCRPGWQPIPGSPNGPNNTVCEDVDECSSGQHQCDSSTVCFNTVGSYSCRCRPGWKPRHGIPNNQKDTVCEDMTFSTWTPPPGVHSQTLSRFFDKVQDLGRDSKTSSAEVTIQN.... Result: 1 (interaction). (2) The miRNA is hsa-miR-4430 with sequence AGGCUGGAGUGAGCGGAG. The protein sequence of the target gene is MAQDSVDLSCDYQFWMQKLSVWDQASTLETQQDTCLHVAQFQEFLRKMYEALKEMDSNTVIERFPTIGQLLAKACWNPFILAYDESQKILIWCLCCLINKEPQNSGQSKLNSWIQGVLSHILSALRFDKEVALFTQGLGYAPIDYYPGLLKNMVLSLASELRENHLNGFNTQRRMAPERVASLSRVCVPLITLTDVDPLVEALLICHGREPQEILQPEFFEAVNEAILLKKISLPMSAVVCLWLRHLPSLEKAMLHLFEKLISSERNCLRRIECFIKDSSLPQAACHPAIFRVVDEMFRC.... Result: 1 (interaction). (3) The miRNA is mmu-miR-9768-3p with sequence ACUGCCUUCCUUUGUGUGGCCCAG. The protein sequence of the target gene is MMIHGFQSSHRDFCFGPWKLTASKTHIMKSADVEKLADELHMPSLPEMMFGDNVLRIQHGSGFGIEFNATDALRCVNNYQGMLKVACAEEWQESRTEGEHSKEVIKPYDWTYTTDYKGTLLGESLKLKVVPTTDHIDTEKLKAREQIKFFEEVLLFEDELHDHGVSSLSVKIRVMPSSFFLLLRFFLRIDGVLIRMNDTRLYHEADKTYMLREYTSRESKISSLMHVPPSLFTEPNEISQYLPIKEAVCEKLIFPERIDPNPADSQKSTQVE. Result: 0 (no interaction).